The task is: Predict which catalyst facilitates the given reaction.. This data is from Catalyst prediction with 721,799 reactions and 888 catalyst types from USPTO. (1) Reactant: [N+:1]([C:4]1[CH:9]=[CH:8][C:7]([CH2:10]O)=[CH:6][C:5]=1[O:12][CH2:13][CH2:14][CH3:15])([O-:3])=[O:2].C1(P(C2C=CC=CC=2)C2C=CC=CC=2)C=CC=CC=1.C(Br)(Br)(Br)[Br:36]. Product: [Br:36][CH2:10][C:7]1[CH:8]=[CH:9][C:4]([N+:1]([O-:3])=[O:2])=[C:5]([O:12][CH2:13][CH2:14][CH3:15])[CH:6]=1. The catalyst class is: 10. (2) Reactant: [CH:1]1([CH2:6][N:7]([CH2:21][CH3:22])[C:8]2[C:9]([CH2:16][O:17]COC)=[N:10][C:11]([O:14][CH3:15])=[CH:12][CH:13]=2)[CH2:5][CH2:4][CH2:3][CH2:2]1.Cl.[OH-].[Na+]. Product: [CH:1]1([CH2:6][N:7]([CH2:21][CH3:22])[C:8]2[C:9]([CH2:16][OH:17])=[N:10][C:11]([O:14][CH3:15])=[CH:12][CH:13]=2)[CH2:2][CH2:3][CH2:4][CH2:5]1. The catalyst class is: 38.